This data is from Forward reaction prediction with 1.9M reactions from USPTO patents (1976-2016). The task is: Predict the product of the given reaction. (1) The product is: [N:3]1[C:7]2[CH:8]=[CH:9][CH:10]=[CH:11][C:6]=2[NH:5][C:4]=1[CH2:12][NH:13][C:14]([C:16]1[CH:17]=[CH:18][C:19]2[NH:25][C@@H:24]([CH2:26][C:27]([OH:29])=[O:28])[C:23](=[O:31])[N:22]([CH3:32])[CH2:21][C:20]=2[CH:33]=1)=[O:15]. Given the reactants [OH-].[Na+].[N:3]1[C:7]2[CH:8]=[CH:9][CH:10]=[CH:11][C:6]=2[NH:5][C:4]=1[CH2:12][NH:13][C:14]([C:16]1[CH:17]=[CH:18][C:19]2[NH:25][C@@H:24]([CH2:26][C:27]([O:29]C)=[O:28])[C:23](=[O:31])[N:22]([CH3:32])[CH2:21][C:20]=2[CH:33]=1)=[O:15].CO, predict the reaction product. (2) Given the reactants [C:1](O)([C:3]([F:6])(F)F)=[O:2].IC1N=NC(N2CC[N:18]([C:21]([C:23]3[CH:28]=[CH:27]C=CC=3C(F)(F)F)=O)CC2)=CC=1, predict the reaction product. The product is: [F:6][C:3]1[CH:27]=[CH:28][CH:23]=[CH:21][C:1]=1[O:2][C@H:28]1[CH2:23][CH2:21][NH:18][CH2:27]1. (3) Given the reactants Cl[C:2]1[CH:7]=[C:6]([Cl:8])[N:5]=[C:4]([S:9][CH2:10][C:11]2[CH:16]=[CH:15][CH:14]=[C:13]([F:17])[C:12]=2[F:18])[N:3]=1.FC1C(F)=CC=CC=1CSC1N=C(NS(N2CCC2)(=O)=O)C=C([O:43][CH:44](CO)[CH2:45][OH:46])N=1.C(O)CO.[H-].[Na+], predict the reaction product. The product is: [Cl:8][C:6]1[N:5]=[C:4]([S:9][CH2:10][C:11]2[CH:16]=[CH:15][CH:14]=[C:13]([F:17])[C:12]=2[F:18])[N:3]=[C:2]([O:43][CH2:44][CH2:45][OH:46])[CH:7]=1. (4) Given the reactants O1C[CH2:4][CH2:3][CH2:2]1.Cl[C:7]1[CH:12]=[C:11]([C:13]([F:16])([F:15])[F:14])[CH:10]=[C:9]([Cl:17])[N:8]=1.C([Mg]Br)CC, predict the reaction product. The product is: [Cl:17][C:9]1[CH:10]=[C:11]([C:13]([F:16])([F:15])[F:14])[CH:12]=[C:7]([CH2:2][CH2:3][CH3:4])[N:8]=1. (5) The product is: [F:11][C:12]1[CH:13]=[C:14]([C:18]2[C:27]3[C:22](=[CH:23][CH:24]=[CH:25][CH:26]=3)[C:21]([CH3:28])=[N:20][C:19]=2[CH:29]([NH:31][C:2]2[N:10]=[CH:9][N:8]=[C:7]3[C:3]=2[N:4]=[CH:5][NH:6]3)[CH3:30])[CH:15]=[CH:16][CH:17]=1. Given the reactants Br[C:2]1[N:10]=[CH:9][N:8]=[C:7]2[C:3]=1[N:4]=[CH:5][NH:6]2.[F:11][C:12]1[CH:13]=[C:14]([C:18]2[C:27]3[C:22](=[CH:23][CH:24]=[CH:25][CH:26]=3)[C:21]([CH3:28])=[N:20][C:19]=2[CH:29]([NH2:31])[CH3:30])[CH:15]=[CH:16][CH:17]=1.C(N(CC)C(C)C)(C)C, predict the reaction product.